Dataset: Human Reference Interactome with 51,813 positive PPI pairs across 8,248 proteins, plus equal number of experimentally-validated negative pairs. Task: Binary Classification. Given two protein amino acid sequences, predict whether they physically interact or not. (1) Protein 1 (ENSG00000150687) has sequence MAGIPGLLFLLFFLLCAVGQVSPYSAPWKPTWPAYRLPVVLPQSTLNLAKPDFGAEAKLEVSSSCGPQCHKGTPLPTYEEAKQYLSYETLYANGSRTETQVGIYILSSSGDGAQHRDSGSSGKSRRKRQIYGYDSRFSIFGKDFLLNYPFSTSVKLSTGCTGTLVAEKHVLTAAHCIHDGKTYVKGTQKLRVGFLKPKFKDGGRGANDSTSAMPEQMKFQWIRVKRTHVPKGWIKGNANDIGMDYDYALLELKKPHKRKFMKIGVSPPAKQLPGGRIHFSGYDNDRPGNLVYRFCDVKDE.... Protein 2 (ENSG00000125149) has sequence MLDLEVVPERSLGNEQWEFTLGMPLAQAVAILQKHCRIIKNVQVLYSEQSPLSHDLILNLTQDGIKLMFDAFNQRLKVIEVCDLTKVKLKYCGVHFNSQAIAPTIEQIDQSFGATHPGVYNSAEQLFHLNFRGLSFSFQLDSWTEAPKYEPNFAHGLASLQIPHGATVKRMYIYSGNSLQDTKAPMMPLSCFLGNVYAESVDVLRDGTGPAGLRLRLLAAGCGPGLLADAKMRVFERSVYFGDSCQDVLSMLGSPHKVFYKSEDKMKIHSPSPHKQVPSKCNDYFFNYFTLGVDILFDAN.... Result: 0 (the proteins do not interact). (2) Protein 1 (ENSG00000139668) has sequence MAAEIQPKPLTRKPILLQRMEGSQEVVNMAVIVPKEEGVISVSEDRTVRVWLKRDSGQYWPSVYHAMPSPCSCMSFNPETRRLSIGLDNGTISEFILSEDYNKMTPVKNYQAHQSRVTMILFVLELEWVLSTGQDKQFAWHCSESGQRLGGYRTSAVASGLQFDVETRHVFIGDHSGQVTILKLEQENCTLVTTFRGHTGGVTALCWDPVQRVLFSGSSDHSVIMWDIGGRKGTAIELQGHNDRVQALSYAQHTRQLISCGGDGGIVVWNMDVERQETPEWLDSDSCQKCDQPFFWNFKQ.... Protein 2 (ENSG00000172432) has sequence MDSRVSELFGGCCRPGGGPAVGGTLKARGAGSSSGCGGPKGKKKNGRNRGGKANNPPYLPPEAEDGNIEYKLKLVNPSQYRFEHLVTQMKWRLQEGRGEAVYQIGVEDNGLLVGLAEEEMRASLKTLHRMAEKVGADITVLREREVDYDSDMPRKITEVLVRKVPDNQQFLDLRVAVLGNVDSGKSTLLGVLTQGELDNGRGRARLNLFRHLHEIQSGRTSSISFEILGFNSKGEVVNYSDSRTAEEICESSSKMITFIDLAGHHKYLHTTIFGLTSYCPDCALLLVSANTGIAGTTREH.... Result: 0 (the proteins do not interact).